The task is: Predict the product of the given reaction.. This data is from Forward reaction prediction with 1.9M reactions from USPTO patents (1976-2016). (1) Given the reactants [Cl:1][C:2]1[CH:7]=[C:6]([CH3:8])[CH:5]=[C:4]([N+:9]([O-])=O)[C:3]=1[OH:12], predict the reaction product. The product is: [ClH:1].[NH2:9][C:4]1[CH:5]=[C:6]([CH3:8])[CH:7]=[C:2]([Cl:1])[C:3]=1[OH:12]. (2) Given the reactants Br[C:2]1[CH:9]=[C:8]([CH3:10])[C:7]([N+:11]([O-:13])=[O:12])=[CH:6][C:3]=1[C:4]#[N:5].[CH3:14][S-:15].[Na+], predict the reaction product. The product is: [CH3:10][C:8]1[C:7]([N+:11]([O-:13])=[O:12])=[CH:6][C:3]([C:4]#[N:5])=[C:2]([S:15][CH3:14])[CH:9]=1. (3) Given the reactants Cl.[NH2:2][C@H:3]([C:6]1[CH:11]=[CH:10][C:9]([Br:12])=[CH:8][CH:7]=1)[CH2:4][OH:5].[C:13](O[C:13]([O:15][C:16]([CH3:19])([CH3:18])[CH3:17])=[O:14])([O:15][C:16]([CH3:19])([CH3:18])[CH3:17])=[O:14].C(=O)(O)[O-].[Na+], predict the reaction product. The product is: [Br:12][C:9]1[CH:10]=[CH:11][C:6]([C@@H:3]([NH:2][C:13](=[O:14])[O:15][C:16]([CH3:19])([CH3:18])[CH3:17])[CH2:4][OH:5])=[CH:7][CH:8]=1. (4) Given the reactants [OH:1][C@@H:2]([C:23]1[CH:28]=[CH:27][CH:26]=[CH:25][CH:24]=1)[CH2:3][CH2:4][N:5]1[CH2:10][CH2:9][CH:8]([C:11]2[CH:12]=[C:13]([NH:17][C:18](=[O:22])[CH:19]([CH3:21])[CH3:20])[CH:14]=[CH:15][CH:16]=2)[CH2:7][CH2:6]1.[Cl:29][C:30]1[CH:31]=[C:32](O)[CH:33]=[CH:34][CH:35]=1.C1(P(C2C=CC=CC=2)C2C=CC=CC=2)C=CC=CC=1.N(C(OCC)=O)=NC(OCC)=O.N, predict the reaction product. The product is: [Cl:29][C:30]1[CH:35]=[C:34]([CH:33]=[CH:32][CH:31]=1)[O:1][C@H:2]([C:23]1[CH:24]=[CH:25][CH:26]=[CH:27][CH:28]=1)[CH2:3][CH2:4][N:5]1[CH2:10][CH2:9][CH:8]([C:11]2[CH:12]=[C:13]([NH:17][C:18](=[O:22])[CH:19]([CH3:21])[CH3:20])[CH:14]=[CH:15][CH:16]=2)[CH2:7][CH2:6]1. (5) Given the reactants [CH3:1][NH:2][CH2:3][CH:4]1[CH2:6][C:5]1([C:11]1[CH:16]=[CH:15][CH:14]=[CH:13][CH:12]=1)[C:7]([O:9][CH3:10])=[O:8].[C:17]([OH:24])(=[O:23])/[CH:18]=[CH:19]/[C:20]([OH:22])=[O:21], predict the reaction product. The product is: [C:17]([OH:24])(=[O:23])/[CH:18]=[CH:19]/[C:20]([OH:22])=[O:21].[CH3:1][NH:2][CH2:3][CH:4]1[CH2:6][C:5]1([C:11]1[CH:12]=[CH:13][CH:14]=[CH:15][CH:16]=1)[C:7]([O:9][CH3:10])=[O:8]. (6) Given the reactants [Br:1][C:2]1[CH:3]=[CH:4][C:5]([O:10][CH2:11][C:12]2([CH2:16][CH3:17])[CH2:15][O:14][CH2:13]2)=[C:6]([CH:9]=1)[CH:7]=O.[CH3:18][Si:19]([N-][Si:19]([CH3:21])([CH3:20])[CH3:18])([CH3:21])[CH3:20].[Li+].C[Si](Cl)(C)C.[CH2:33]([N:35](CC)CC)[CH3:34].C(Cl)(=[O:42])C, predict the reaction product. The product is: [Br:1][C:2]1[CH:3]=[CH:4][C:5]([O:10][CH2:11][C:12]2([CH2:16][CH3:17])[CH2:15][O:14][CH2:13]2)=[C:6]([CH:7]=[N:35][C:33]([O:42][Si:19]([CH3:21])([CH3:20])[CH3:18])=[CH2:34])[CH:9]=1. (7) The product is: [CH3:24][C:25]1[CH:29]=[C:28]([C:30]2[CH:31]=[CH:32][CH:33]=[CH:34][CH:35]=2)[N:27]([C:36]2[CH:37]=[CH:38][C:39]([CH2:40][NH:41][C:15]([C:13]3[N:14]=[C:10]([NH:9][C:7]([C:2]4[C:1]([C:18]5[CH:19]=[CH:20][CH:21]=[CH:22][CH:23]=5)=[CH:6][CH:5]=[CH:4][CH:3]=4)=[O:8])[S:11][CH:12]=3)=[O:16])=[CH:42][CH:43]=2)[N:26]=1. Given the reactants [C:1]1([C:18]2[CH:23]=[CH:22][CH:21]=[CH:20][CH:19]=2)[C:2]([C:7]([NH:9][C:10]2[S:11][CH:12]=[C:13]([C:15](O)=[O:16])[N:14]=2)=[O:8])=[CH:3][CH:4]=[CH:5][CH:6]=1.[CH3:24][C:25]1[CH:29]=[C:28]([C:30]2[CH:35]=[CH:34][CH:33]=[CH:32][CH:31]=2)[N:27]([C:36]2[CH:43]=[CH:42][C:39]([CH2:40][NH2:41])=[CH:38][CH:37]=2)[N:26]=1.CN(C(ON1N=NC2C=CC=CC1=2)=[N+](C)C)C.[B-](F)(F)(F)F.C(N(C(C)C)C(C)C)C, predict the reaction product.